Dataset: Forward reaction prediction with 1.9M reactions from USPTO patents (1976-2016). Task: Predict the product of the given reaction. (1) Given the reactants [Cl:1][C:2]1[CH:3]=[N:4][C:5]([C:8]2[CH:13]=[CH:12][C:11]([CH:14]([NH:21][C:22]3[CH:30]=[CH:29][C:25]([C:26](O)=[O:27])=[CH:24][CH:23]=3)[CH2:15][CH2:16][C:17]([F:20])([F:19])[F:18])=[C:10]([CH3:31])[CH:9]=2)=[N:6][CH:7]=1.[NH:32]1[CH2:37][CH2:36][CH2:35][C@@H:34]([C:38]([O:40][CH2:41][CH3:42])=[O:39])[CH2:33]1.O.ON1C2C=CC=CC=2N=N1.Cl.C(N=C=NCCCN(C)C)C.C(N(C(C)C)CC)(C)C, predict the reaction product. The product is: [Cl:1][C:2]1[CH:7]=[N:6][C:5]([C:8]2[CH:13]=[CH:12][C:11]([CH:14]([NH:21][C:22]3[CH:23]=[CH:24][C:25]([C:26]([N:32]4[CH2:37][CH2:36][CH2:35][C@@H:34]([C:38]([O:40][CH2:41][CH3:42])=[O:39])[CH2:33]4)=[O:27])=[CH:29][CH:30]=3)[CH2:15][CH2:16][C:17]([F:19])([F:18])[F:20])=[C:10]([CH3:31])[CH:9]=2)=[N:4][CH:3]=1. (2) Given the reactants Cl[C:2]1[CH:12]=[CH:11][C:5]([C:6]([O:8][CH2:9][CH3:10])=[O:7])=[C:4]([C:13]2[CH:18]=[CH:17][C:16]([F:19])=[CH:15][C:14]=2[F:20])[N:3]=1.[F:21][C:22]1[CH:27]=[CH:26][CH:25]=[C:24]([F:28])[C:23]=1[NH:29][C:30](=[O:36])[O:31][C:32]([CH3:35])([CH3:34])[CH3:33].C(=O)([O-])[O-].[Cs+].[Cs+].Cl, predict the reaction product. The product is: [C:32]([O:31][C:30]([N:29]([C:23]1[C:24]([F:28])=[CH:25][CH:26]=[CH:27][C:22]=1[F:21])[C:2]1[CH:12]=[CH:11][C:5]([C:6]([O:8][CH2:9][CH3:10])=[O:7])=[C:4]([C:13]2[CH:18]=[CH:17][C:16]([F:19])=[CH:15][C:14]=2[F:20])[N:3]=1)=[O:36])([CH3:35])([CH3:33])[CH3:34]. (3) Given the reactants [CH3:1][O:2][C:3](=[O:17])[C@H:4]([C:6]1[C:7]([CH3:16])=[CH:8][N:9]2[C:14]=1[CH:13]=[CH:12][C:11]([F:15])=[CH:10]2)[CH3:5].[CH3:18][S:19]([C:22]1[CH:27]=[CH:26][C:25]([S:28][S:28][C:25]2[CH:26]=[CH:27][C:22]([S:19]([CH3:18])(=[O:21])=[O:20])=[CH:23][CH:24]=2)=[CH:24][CH:23]=1)(=[O:21])=[O:20], predict the reaction product. The product is: [CH3:1][O:2][C:3](=[O:17])[C@H:4]([C:6]1[C:7]([CH3:16])=[C:8]([S:28][C:25]2[CH:26]=[CH:27][C:22]([S:19]([CH3:18])(=[O:21])=[O:20])=[CH:23][CH:24]=2)[N:9]2[C:14]=1[CH:13]=[CH:12][C:11]([F:15])=[CH:10]2)[CH3:5]. (4) Given the reactants Cl[C:2]1[N:7]=[CH:6][N:5]=[C:4]([C:8]([NH:10][CH2:11][C@H:12]([OH:24])[CH2:13][N:14]2[CH2:23][CH2:22][C:21]3[C:16](=[CH:17][CH:18]=[CH:19][CH:20]=3)[CH2:15]2)=[O:9])[CH:3]=1.[NH2:25][CH:26]1[CH2:29][N:28]([C:30](=[O:32])[CH3:31])[CH2:27]1, predict the reaction product. The product is: [C:30]([N:28]1[CH2:29][CH:26]([NH:25][C:2]2[N:7]=[CH:6][N:5]=[C:4]([C:8]([NH:10][CH2:11][C@H:12]([OH:24])[CH2:13][N:14]3[CH2:23][CH2:22][C:21]4[C:16](=[CH:17][CH:18]=[CH:19][CH:20]=4)[CH2:15]3)=[O:9])[CH:3]=2)[CH2:27]1)(=[O:32])[CH3:31].